From a dataset of Full USPTO retrosynthesis dataset with 1.9M reactions from patents (1976-2016). Predict the reactants needed to synthesize the given product. (1) Given the product [CH3:6][C:5]1[CH:4]=[CH:12][C:10]([CH3:11])=[CH:9][C:8]=1[C:14]1[CH:15]=[CH:16][CH:17]=[C:18]([CH3:21])[CH:19]=1, predict the reactants needed to synthesize it. The reactants are: CC1C=[CH:6][C:5]([CH:8]([C:14]2[CH:19]=[CH:18][C:17](C)=[CH:16][CH:15]=2)[C:9](=O)[CH:10]([CH3:12])[CH3:11])=[CH:4]C=1.[CH2:21]([SiH](CC)CC)C.FC(F)(F)C(O)=O.BrC1C=CC=CC=1C1CCCCC=1.C1COCC1. (2) The reactants are: [NH2:1][C:2]1[N:11]=[C:10]([N:12]2[CH2:16][CH2:15][C@@H:14]([NH:17]C(=O)OC(C)(C)C)[CH2:13]2)[C:9]2[CH2:8][CH2:7][C:6]3[O:25][CH:26]4[CH2:31][CH2:30][CH2:29][CH2:28][CH:27]4[C:5]=3[C:4]=2[N:3]=1.FC(F)(F)C(O)=O.[OH-].[Na+]. Given the product [NH2:17][C@@H:14]1[CH2:15][CH2:16][N:12]([C:10]2[C:9]3[C:4](=[C:5]4[CH:27]5[CH2:28][CH2:29][CH2:30][CH2:31][CH:26]5[O:25][C:6]4=[CH:7][CH:8]=3)[N:3]=[C:2]([NH2:1])[N:11]=2)[CH2:13]1, predict the reactants needed to synthesize it. (3) Given the product [CH3:20][O:19][C:12]1[CH:13]=[CH:14][CH:15]=[C:16]([O:17][CH3:18])[C:11]=1[CH:2]1[N:1]([CH2:31][C:22]2[CH:23]=[CH:24][C:25]3[C:30](=[CH:29][CH:28]=[CH:27][CH:26]=3)[CH:21]=2)[C:7](=[O:9])[CH2:6][CH2:5][CH2:4][CH2:3]1, predict the reactants needed to synthesize it. The reactants are: [NH2:1][CH:2]([C:11]1[C:16]([O:17][CH3:18])=[CH:15][CH:14]=[CH:13][C:12]=1[O:19][CH3:20])[CH2:3][CH2:4][CH2:5][CH2:6][C:7]([O:9]C)=O.[CH:21]1[C:30]2[C:25](=[CH:26][CH:27]=[CH:28][CH:29]=2)[CH:24]=[CH:23][C:22]=1[CH:31]=O. (4) Given the product [CH3:1][O:2][C:3]1[CH:4]=[C:5]2[C:10](=[CH:11][C:12]=1[O:13][CH3:14])[N:9]=[CH:8][CH:7]=[C:6]2[O:15][C:16]1[C:22]([CH3:23])=[CH:21][C:19]([NH:20][C:29](=[O:35])[O:28][C:26]2[CH:45]=[CH:38][CH:39]=[C:40]([C:41]#[N:42])[CH:43]=2)=[C:18]([CH3:24])[CH:17]=1, predict the reactants needed to synthesize it. The reactants are: [CH3:1][O:2][C:3]1[CH:4]=[C:5]2[C:10](=[CH:11][C:12]=1[O:13][CH3:14])[N:9]=[CH:8][CH:7]=[C:6]2[O:15][C:16]1[C:22]([CH3:23])=[CH:21][C:19]([NH2:20])=[C:18]([CH3:24])[CH:17]=1.Cl[C:26](Cl)([O:28][C:29](=[O:35])OC(Cl)(Cl)Cl)Cl.O[C:38]1[CH:39]=[C:40]([CH:43]=C[CH:45]=1)[C:41]#[N:42].C(=O)(O)[O-].[Na+].